Dataset: Forward reaction prediction with 1.9M reactions from USPTO patents (1976-2016). Task: Predict the product of the given reaction. (1) Given the reactants Br[CH2:2][CH2:3][CH2:4][C:5]#[N:6].C(N(CC)CC)C.[C:14]1([C:26]2[CH:31]=[CH:30][CH:29]=[CH:28][CH:27]=2)[CH:19]=[CH:18][C:17]([CH:20]2[CH2:25][CH2:24][NH:23][CH2:22][CH2:21]2)=[CH:16][CH:15]=1.O, predict the reaction product. The product is: [C:14]1([C:26]2[CH:27]=[CH:28][CH:29]=[CH:30][CH:31]=2)[CH:19]=[CH:18][C:17]([CH:20]2[CH2:21][CH2:22][N:23]([CH2:2][CH2:3][CH2:4][C:5]#[N:6])[CH2:24][CH2:25]2)=[CH:16][CH:15]=1. (2) Given the reactants [C:1]([C:5]1[CH:6]=[C:7]2[C:11](=[C:12]([C:16]3[CH:21]=[CH:20][CH:19]=[CH:18][CH:17]=3)[C:13]=1[O:14][CH3:15])[CH2:10][C:9]([CH3:22])=[CH:8]2)([CH3:4])([CH3:3])[CH3:2].[Li]CCCC.C1COCC1.[Cl:33][Si:34](Cl)([CH3:36])[CH3:35], predict the reaction product. The product is: [C:1]([C:5]1[CH:6]=[C:7]2[C:11]([CH:10]=[C:9]([CH3:22])[CH:8]2[Si:34]([Cl:33])([CH3:36])[CH3:35])=[C:12]([C:16]2[CH:21]=[CH:20][CH:19]=[CH:18][CH:17]=2)[C:13]=1[O:14][CH3:15])([CH3:4])([CH3:2])[CH3:3].